Dataset: Full USPTO retrosynthesis dataset with 1.9M reactions from patents (1976-2016). Task: Predict the reactants needed to synthesize the given product. Given the product [F:1][C:2]1[CH:7]=[CH:6][C:5]([C:8]2[C:9](=[O:24])[NH:10][N:11]=[CH:12][C:13]=2[C:14]2[CH:19]=[CH:18][C:17]([S:20]([CH3:23])(=[O:22])=[O:21])=[CH:16][CH:15]=2)=[CH:4][CH:3]=1, predict the reactants needed to synthesize it. The reactants are: [F:1][C:2]1[CH:7]=[CH:6][C:5]([CH:8]2[CH:13]([C:14]3[CH:19]=[CH:18][C:17]([S:20]([CH3:23])(=[O:22])=[O:21])=[CH:16][CH:15]=3)[CH:12]=[N:11][NH:10][C:9]2=[O:24])=[CH:4][CH:3]=1.BrBr.